From a dataset of Forward reaction prediction with 1.9M reactions from USPTO patents (1976-2016). Predict the product of the given reaction. (1) Given the reactants [N+:1]([C:4]1[CH:5]=[C:6]([C:13]([OH:15])=[O:14])[CH:7]=[C:8]([C:10]([OH:12])=[O:11])[CH:9]=1)([O-:3])=[O:2].C(=O)([O-])[O-].[K+].[K+].[CH2:22](Br)[C:23]1[CH:28]=[CH:27][CH:26]=[CH:25][CH:24]=1, predict the reaction product. The product is: [CH2:22]([O:14][C:13](=[O:15])[C:6]1[CH:5]=[C:4]([N+:1]([O-:3])=[O:2])[CH:9]=[C:8]([C:10]([O:12][CH2:13][C:6]2[CH:7]=[CH:8][CH:9]=[CH:4][CH:5]=2)=[O:11])[CH:7]=1)[C:23]1[CH:28]=[CH:27][CH:26]=[CH:25][CH:24]=1. (2) Given the reactants [F:1][C:2]([F:20])([F:19])[CH2:3][N:4]1[CH2:9][CH2:8][CH:7]([C:10]2[CH:15]=[CH:14][C:13]([NH:16]C=O)=[CH:12][CH:11]=2)[CH2:6][CH2:5]1.Cl, predict the reaction product. The product is: [F:20][C:2]([F:1])([F:19])[CH2:3][N:4]1[CH2:9][CH2:8][CH:7]([C:10]2[CH:11]=[CH:12][C:13]([NH2:16])=[CH:14][CH:15]=2)[CH2:6][CH2:5]1.